From a dataset of Forward reaction prediction with 1.9M reactions from USPTO patents (1976-2016). Predict the product of the given reaction. Given the reactants BrC1C2C=NC=CC=2N(CCCS(C)(=O)=O)C=1C[N:19]1[C:23]2[CH:24]=[N:25][CH:26]=[CH:27][C:22]=2[N:21]([CH:28]2[CH2:30][CH2:29]2)[C:20]1=[O:31].[Cl:32][C:33]1[N:38]=[C:37]2[CH:39]=[C:40]([CH2:47]O)[N:41]([CH2:42][CH2:43][CH2:44][CH2:45][F:46])[C:36]2=[CH:35][CH:34]=1, predict the reaction product. The product is: [Cl:32][C:33]1[N:38]=[C:37]2[CH:39]=[C:40]([CH2:47][N:19]3[C:23]4[CH:24]=[N:25][CH:26]=[CH:27][C:22]=4[N:21]([CH:28]4[CH2:29][CH2:30]4)[C:20]3=[O:31])[N:41]([CH2:42][CH2:43][CH2:44][CH2:45][F:46])[C:36]2=[CH:35][CH:34]=1.